Dataset: Full USPTO retrosynthesis dataset with 1.9M reactions from patents (1976-2016). Task: Predict the reactants needed to synthesize the given product. (1) Given the product [CH3:31][O:30][C:8]1[CH:7]=[C:6]2[C:11]([C:2]([C:41]3[CH:42]=[N:43][N:44]([CH3:46])[CH:45]=3)=[CH:3][C:4]([CH3:32])=[N:5]2)=[CH:10][C:9]=1[C:12]1[N:17]=[N:16][C:15]([N:18]([CH3:29])[CH:19]2[CH2:20][C:21]([CH3:28])([CH3:27])[NH:22][C:23]([CH3:25])([CH3:26])[CH2:24]2)=[CH:14][CH:13]=1, predict the reactants needed to synthesize it. The reactants are: Cl[C:2]1[C:11]2[C:6](=[CH:7][C:8]([O:30][CH3:31])=[C:9]([C:12]3[N:17]=[N:16][C:15]([N:18]([CH3:29])[CH:19]4[CH2:24][C:23]([CH3:26])([CH3:25])[NH:22][C:21]([CH3:28])([CH3:27])[CH2:20]4)=[CH:14][CH:13]=3)[CH:10]=2)[N:5]=[C:4]([CH3:32])[CH:3]=1.CC1(C)C(C)(C)OB([C:41]2[CH:42]=[N:43][N:44]([CH3:46])[CH:45]=2)O1.C(=O)([O-])[O-].[Cs+].[Cs+].N#N. (2) Given the product [CH2:10]([NH:13][C:2]1[CH:9]=[CH:8][C:5]([C:6]#[N:7])=[CH:4][CH:3]=1)[CH2:11][CH3:12], predict the reactants needed to synthesize it. The reactants are: F[C:2]1[CH:9]=[CH:8][C:5]([C:6]#[N:7])=[CH:4][CH:3]=1.[CH2:10]([NH2:13])[CH2:11][CH3:12]. (3) The reactants are: [CH2:1]([N:4]1[C:12]([C:13]2[CH:18]=[CH:17][C:16]([O:19]C)=[CH:15][C:14]=2[O:21]C)=[C:11]2[C:6]([C:7]([C:23]([F:26])([F:25])[F:24])=[CH:8][CH:9]=[CH:10]2)=[N:5]1)[CH:2]=[CH2:3].B(Br)(Br)Br.C1CCCCC=1. Given the product [CH2:1]([N:4]1[C:12]([C:13]2[CH:18]=[CH:17][C:16]([OH:19])=[CH:15][C:14]=2[OH:21])=[C:11]2[C:6]([C:7]([C:23]([F:26])([F:25])[F:24])=[CH:8][CH:9]=[CH:10]2)=[N:5]1)[CH:2]=[CH2:3], predict the reactants needed to synthesize it. (4) Given the product [I:22][C:23]1[N:24]=[CH:25][N:26]([C:2]2[CH:7]=[C:6]([C:8]([F:11])([F:10])[F:9])[CH:5]=[C:4]([C:12]3[CH:17]=[CH:16][C:15]([C:18]([F:21])([F:20])[F:19])=[CH:14][CH:13]=3)[N:3]=2)[CH:27]=1, predict the reactants needed to synthesize it. The reactants are: Br[C:2]1[CH:7]=[C:6]([C:8]([F:11])([F:10])[F:9])[CH:5]=[C:4]([C:12]2[CH:17]=[CH:16][C:15]([C:18]([F:21])([F:20])[F:19])=[CH:14][CH:13]=2)[N:3]=1.[I:22][C:23]1[N:24]=[CH:25][NH:26][CH:27]=1. (5) The reactants are: [CH3:1][CH2:2][C@@H:3]([C@@H:5]1[NH:29][C:27](=[O:28])[C@H:26]([CH2:30][C:31]2[CH:36]=[CH:35][C:34]([OH:37])=[CH:33][CH:32]=2)[NH:25][C:23](=[O:24])[C@@H:22]([NH2:38])[CH2:21][S:20][S:19][CH2:18][C@@H:17]([C:39]([N:41]2[C@H:45]([C:46]([NH:48][C@H:49]([C:54]([NH:56][CH2:57][C:58]([NH2:60])=[O:59])=[O:55])[CH2:50][CH:51]([CH3:53])[CH3:52])=[O:47])[CH2:44][CH2:43][CH2:42]2)=[O:40])[NH:16][C:14](=[O:15])[C@H:13]([CH2:61][C:62]([NH2:64])=[O:63])[NH:12][C:10](=[O:11])[C@H:9]([CH2:65][CH2:66][C:67]([NH2:69])=[O:68])[NH:8][C:6]1=[O:7])[CH3:4].CC(O)=O.C1C=C2C=C(C(O)=O)C(O)=C(CC3C4C(=CC=CC=4)C=C(C(O)=O)C=3O)C2=CC=1.[Na+]. Given the product [CH3:1][CH2:2][C@@H:3]([C@@H:5]1[NH:29][C:27](=[O:28])[C@H:26]([CH2:30][C:31]2[CH:36]=[CH:35][C:34]([OH:37])=[CH:33][CH:32]=2)[NH:25][C:23](=[O:24])[C@@H:22]([NH2:38])[CH2:21][S:20][S:19][CH2:18][C@@H:17]([C:39]([N:41]2[C@H:45]([C:46]([NH:48][C@H:49]([C:54]([NH:56][CH2:57][C:58]([NH2:60])=[O:59])=[O:55])[CH2:50][CH:51]([CH3:53])[CH3:52])=[O:47])[CH2:44][CH2:43][CH2:42]2)=[O:40])[NH:16][C:14](=[O:15])[C@H:13]([CH2:61][C:62]([NH2:64])=[O:63])[NH:12][C:10](=[O:11])[C@H:9]([CH2:65][CH2:66][C:67]([NH2:69])=[O:68])[NH:8][C:6]1=[O:7])[CH3:4], predict the reactants needed to synthesize it. (6) Given the product [CH:1]1([N:6]2[CH2:12][C:11]([F:13])([F:14])[C:10](=[O:15])[N:9]([CH3:16])[C:8]3[CH:17]=[N:18][C:19]([NH:21][C:22]4[CH:30]=[CH:29][C:25]([C:26]([NH:79][CH2:78][CH2:77][N:76]([CH3:80])[CH3:75])=[O:28])=[CH:24][C:23]=4[F:31])=[N:20][C:7]2=3)[CH2:5][CH2:4][CH2:3][CH2:2]1, predict the reactants needed to synthesize it. The reactants are: [CH:1]1([N:6]2[CH2:12][C:11]([F:14])([F:13])[C:10](=[O:15])[N:9]([CH3:16])[C:8]3[CH:17]=[N:18][C:19]([NH:21][C:22]4[CH:30]=[CH:29][C:25]([C:26]([OH:28])=O)=[CH:24][C:23]=4[F:31])=[N:20][C:7]2=3)[CH2:5][CH2:4][CH2:3][CH2:2]1.ON1C2C=CC=CC=2N=N1.F[P-](F)(F)(F)(F)F.CN(C(N(C)C)=[N+]1C2C=CC=CC=2[N+]([O-])=N1)C.C(N(C(C)C)CC)(C)C.[CH3:75][N:76]([CH3:80])[CH2:77][CH2:78][NH2:79]. (7) Given the product [Cl:16][C:17]1[N:22]=[C:21]([S:23][CH3:24])[N:20]2[CH:25]=[C:26]([CH2:28][N:1]3[CH2:6][CH2:5][O:4][CH2:3][CH2:2]3)[N:27]=[C:19]2[CH:18]=1, predict the reactants needed to synthesize it. The reactants are: [NH:1]1[CH2:6][CH2:5][O:4][CH2:3][CH2:2]1.C(N(CC)CC)C.[I-].[K+].[Cl:16][C:17]1[N:22]=[C:21]([S:23][CH3:24])[N:20]2[CH:25]=[C:26]([CH2:28]Cl)[N:27]=[C:19]2[CH:18]=1. (8) Given the product [Cl:13][C:6]1[S:7][C:8]([C:9]([O:11][CH3:12])=[O:10])=[C:4]([C:1](=[O:3])/[CH:2]=[CH:16]/[N:17]([CH3:19])[CH3:18])[N:5]=1, predict the reactants needed to synthesize it. The reactants are: [C:1]([C:4]1[N:5]=[C:6]([Cl:13])[S:7][C:8]=1[C:9]([O:11][CH3:12])=[O:10])(=[O:3])[CH3:2].CO[CH:16](OC)[N:17]([CH3:19])[CH3:18]. (9) Given the product [CH3:16][C:11]1([CH3:17])[C:12]([CH3:15])([CH3:14])[O:13][B:9]([C:2]2[CH:7]=[CH:6][N:5]=[C:4]([NH2:8])[CH:3]=2)[O:10]1, predict the reactants needed to synthesize it. The reactants are: Br[C:2]1[CH:7]=[CH:6][N:5]=[C:4]([NH2:8])[CH:3]=1.[B:9]1([B:9]2[O:13][C:12]([CH3:15])([CH3:14])[C:11]([CH3:17])([CH3:16])[O:10]2)[O:13][C:12]([CH3:15])([CH3:14])[C:11]([CH3:17])([CH3:16])[O:10]1.C([O-])(=O)C.[K+].CC(C1C=C(C(C)C)C(C2C=CC=CC=2P(C2CCCCC2)C2CCCCC2)=C(C(C)C)C=1)C.